Dataset: M1 muscarinic receptor agonist screen with 61,833 compounds. Task: Binary Classification. Given a drug SMILES string, predict its activity (active/inactive) in a high-throughput screening assay against a specified biological target. (1) The compound is O=c1n(CC(=O)NCC(=O)Nc2c(OC)ccc(OC)c2)ccc2c1cccc2. The result is 0 (inactive). (2) The drug is S(c1n(c2c(n(c(=O)[nH]c2=O)C)n1)CC(C)=C)CC(O)=O. The result is 0 (inactive).